Dataset: Reaction yield outcomes from USPTO patents with 853,638 reactions. Task: Predict the reaction yield, written as a fraction of the theoretical maximum amount of product (1.0 means a 100% yield; for example, 0.34 means a 34% yield). (1) The reactants are [Cl:1][C:2]1[CH:3]=[C:4]2[C:8](=[CH:9][C:10]=1[Cl:11])[NH:7][CH:6]=[C:5]2[C:12](=[O:17])[C:13]([F:16])([F:15])[F:14].[H-].[Na+].[CH3:20][N:21]([CH2:23][C:24](Cl)=O)[CH3:22].CN(C=[O:31])C. No catalyst specified. The product is [Cl:1][C:2]1[CH:3]=[C:4]2[C:8](=[CH:9][C:10]=1[Cl:11])[N:7]([CH2:24][C:23]([N:21]([CH3:22])[CH3:20])=[O:31])[CH:6]=[C:5]2[C:12](=[O:17])[C:13]([F:14])([F:15])[F:16]. The yield is 0.780. (2) The reactants are [C:1]([N:4]1[C:13]2[C:8](=[CH:9][C:10](Br)=[CH:11][CH:12]=2)[N:7]([C:15]([O:17][CH:18]([CH3:20])[CH3:19])=[O:16])[CH2:6][C@@H:5]1[CH3:21])(=[O:3])[CH3:2].CC1(C)C(C)(C)OB([C:30]2[CH:31]=[N:32][N:33]([CH2:35][CH2:36][OH:37])[CH:34]=2)O1.C(=O)([O-])[O-].[Cs+].[Cs+]. The catalyst is O1CCOCC1.O.CC(C1C=C(C(C)C)C(C2C=CC=C(P(C3CCCCC3)C3CCCCC3)C=2)=C(C(C)C)C=1)C.C1C=[C-]C(C2C(N)=CC=CC=2)=CC=1.Cl[Pd+]. The product is [C:1]([N:4]1[C:13]2[C:8](=[CH:9][C:10]([C:30]3[CH:31]=[N:32][N:33]([CH2:35][CH2:36][OH:37])[CH:34]=3)=[CH:11][CH:12]=2)[N:7]([C:15]([O:17][CH:18]([CH3:20])[CH3:19])=[O:16])[CH2:6][C@@H:5]1[CH3:21])(=[O:3])[CH3:2]. The yield is 0.960. (3) The reactants are [CH3:1][C:2]1[CH:3]=[CH:4][CH:5]=[CH:6][C:7]=1[NH2:8].CCN(CC)CC.[CH3:16][C:17]([CH3:22])([CH3:21])[C:18](Cl)=[O:19]. The catalyst is C(Cl)Cl. The product is [CH3:16][C:17]([CH3:22])([CH3:21])[C:18]([NH:8][C:7]1[CH:6]=[CH:5][CH:4]=[CH:3][C:2]=1[CH3:1])=[O:19]. The yield is 0.920. (4) The reactants are [F:1][CH2:2][C:3]([CH2:5][F:6])=[O:4].[F:7][C:8]1[CH:9]=[CH:10][C:11](O)=[C:12]([C:14](=[O:16])[CH3:15])[CH:13]=1.N1CCCC1. The catalyst is CO. The product is [F:7][C:8]1[CH:13]=[C:12]2[C:11](=[CH:10][CH:9]=1)[O:4][C:3]([CH2:5][F:6])([CH2:2][F:1])[CH2:15][C:14]2=[O:16]. The yield is 0.670. (5) The reactants are [CH2:1]([N:8]([CH2:19][C:20]1[CH:25]=[CH:24][CH:23]=[CH:22][CH:21]=1)[C@@H:9]([CH3:18])[C:10](=[O:17])[CH2:11][C:12]([O:14][CH2:15][CH3:16])=[O:13])[C:2]1[CH:7]=[CH:6][CH:5]=[CH:4][CH:3]=1.Br[CH2:27][CH2:28]Br.C(=O)([O-])[O-].[K+].[K+].O. The catalyst is CC(C)=O. The product is [CH2:1]([N:8]([CH2:19][C:20]1[CH:21]=[CH:22][CH:23]=[CH:24][CH:25]=1)[CH:9]([CH3:18])[C:10]([C:11]1([C:12]([O:14][CH2:15][CH3:16])=[O:13])[CH2:28][CH2:27]1)=[O:17])[C:2]1[CH:3]=[CH:4][CH:5]=[CH:6][CH:7]=1. The yield is 0.430. (6) The reactants are [H-].[Na+].[CH3:3][C:4]([C:6]1[CH:11]=[CH:10][CH:9]=[C:8]([Cl:12])[CH:7]=1)=[O:5].[C:13](OCC)(=[O:19])[C:14]([O:16][CH2:17][CH3:18])=[O:15].Cl. The catalyst is CN(C=O)C.C(OCC)(=O)C. The product is [CH2:17]([O:16][C:14](=[O:15])[C:13](=[O:19])[CH2:3][C:4]([C:6]1[CH:11]=[CH:10][CH:9]=[C:8]([Cl:12])[CH:7]=1)=[O:5])[CH3:18]. The yield is 0.670. (7) The reactants are [Li]CCCC.[CH:6]([C:9]1[N:10](S(N(C)C)(=O)=O)[CH:11]=[CH:12][N:13]=1)([CH3:8])[CH3:7].CN([CH:23]=[O:24])C.Cl.C([O-])(O)=O.[Na+]. The catalyst is C1COCC1. The product is [CH:6]([C:9]1[NH:10][C:11]([CH:23]=[O:24])=[CH:12][N:13]=1)([CH3:8])[CH3:7]. The yield is 0.480.